The task is: Predict the reaction yield, written as a fraction of the theoretical maximum amount of product (1.0 means a 100% yield; for example, 0.34 means a 34% yield).. This data is from Reaction yield outcomes from USPTO patents with 853,638 reactions. (1) The yield is 0.670. The catalyst is C1COCC1.CN1CCCC1=O.C/C(/[O-])=C/C(C)=O.C/C(/[O-])=C/C(C)=O.[Ni+2]. The product is [C:4]([C:8]1[C:9]([O:24][CH2:25][CH:26]([F:28])[F:27])=[C:10]([C:18]([CH3:1])=[CH:19][Si:20]([CH3:23])([CH3:22])[CH3:21])[CH:11]=[C:12]([C:14]([CH3:17])([CH3:16])[CH3:15])[CH:13]=1)([CH3:5])([CH3:6])[CH3:7]. The reactants are [CH3:1][Zn]C.[C:4]([C:8]1[C:9]([O:24][CH2:25][CH:26]([F:28])[F:27])=[C:10]([C:18]#[C:19][Si:20]([CH3:23])([CH3:22])[CH3:21])[CH:11]=[C:12]([C:14]([CH3:17])([CH3:16])[CH3:15])[CH:13]=1)([CH3:7])([CH3:6])[CH3:5].[Cl-].[NH4+]. (2) The catalyst is CN(C=O)C. The yield is 0.950. The reactants are [C:1]([C:3]1[CH:11]=[CH:10][CH:9]=[C:8]2[C:4]=1[CH:5]=[CH:6][NH:7]2)#[N:2].[H-].[Na+].I[CH3:15]. The product is [CH3:15][N:7]1[C:8]2[CH:9]=[CH:10][CH:11]=[C:3]([C:1]#[N:2])[C:4]=2[CH:5]=[CH:6]1. (3) The reactants are [C:1]1([CH2:7][O:8][C:9]([C:11]2([NH2:17])[CH2:16][CH2:15][CH2:14][CH2:13][CH2:12]2)=[O:10])[CH:6]=[CH:5][CH:4]=[CH:3][CH:2]=1.[C:18](OC(OC(C)(C)C)=O)(OC(C)(C)C)=[O:19].C(N(CC)CC)C.[C:40]([N:48]1[CH2:53][CH2:52][NH:51][CH2:50][CH2:49]1)(=[O:47])[C:41]1[CH:46]=[CH:45][CH:44]=[CH:43][CH:42]=1. The catalyst is C(Cl)Cl. The product is [C:1]1([CH2:7][O:8][C:9]([C:11]2([NH:17][C:18]([N:51]3[CH2:52][CH2:53][N:48]([C:40](=[O:47])[C:41]4[CH:46]=[CH:45][CH:44]=[CH:43][CH:42]=4)[CH2:49][CH2:50]3)=[O:19])[CH2:12][CH2:13][CH2:14][CH2:15][CH2:16]2)=[O:10])[CH:2]=[CH:3][CH:4]=[CH:5][CH:6]=1. The yield is 0.860. (4) The reactants are [OH:1][CH:2]([C:4]1[CH:9]=[CH:8][CH:7]=[CH:6][C:5]=1[C:10]1[CH:15]=[CH:14][C:13]([C:16]([N:18]2[C:24]3[CH:25]=[CH:26][CH:27]=[CH:28][C:23]=3[CH2:22][N:21]3[C:29]([C:32]([NH:34][CH2:35][C:36]4[CH:37]=[N:38][CH:39]=[CH:40][CH:41]=4)=[O:33])=[CH:30][CH:31]=[C:20]3[CH2:19]2)=[O:17])=[CH:12][CH:11]=1)[CH3:3].C(=O)([O-])[OH:43].[Na+].ClC1C=C(C=CC=1)C(OO)=O. The catalyst is ClCCl. The product is [OH:1][CH:2]([C:4]1[CH:9]=[CH:8][CH:7]=[CH:6][C:5]=1[C:10]1[CH:11]=[CH:12][C:13]([C:16]([N:18]2[C:24]3[CH:25]=[CH:26][CH:27]=[CH:28][C:23]=3[CH2:22][N:21]3[C:29]([C:32]([NH:34][CH2:35][C:36]4[CH:37]=[N+:38]([O-:43])[CH:39]=[CH:40][CH:41]=4)=[O:33])=[CH:30][CH:31]=[C:20]3[CH2:19]2)=[O:17])=[CH:14][CH:15]=1)[CH3:3]. The yield is 0.0600. (5) The reactants are [CH3:1][C:2]1[N:7]=[C:6]([OH:8])[C:5]([N+:9]([O-:11])=[O:10])=[CH:4][CH:3]=1.C[O-].[Na+].[Br:15]Br. The catalyst is CO. The product is [Br:15][C:3]1[CH:4]=[C:5]([N+:9]([O-:11])=[O:10])[C:6]([OH:8])=[N:7][C:2]=1[CH3:1]. The yield is 0.700.